Task: Predict the reactants needed to synthesize the given product.. Dataset: Full USPTO retrosynthesis dataset with 1.9M reactions from patents (1976-2016) (1) Given the product [CH3:1][C:2]([CH3:30])([CH3:29])[C@H:3]([NH:8][C:9]([N:11]1[C:19]2[CH2:18][CH2:17][N:16]([CH2:41][C:42]([O:44][CH2:45][CH3:46])=[O:43])[CH2:15][C:14]=2[C:13]([C:20]2[CH:25]=[C:24]([F:26])[C:23]([F:27])=[CH:22][C:21]=2[F:28])=[N:12]1)=[O:10])[C:4]([NH:6][CH3:7])=[O:5], predict the reactants needed to synthesize it. The reactants are: [CH3:1][C:2]([CH3:30])([CH3:29])[C@H:3]([NH:8][C:9]([N:11]1[C:19]2[CH2:18][CH2:17][NH:16][CH2:15][C:14]=2[C:13]([C:20]2[CH:25]=[C:24]([F:26])[C:23]([F:27])=[CH:22][C:21]=2[F:28])=[N:12]1)=[O:10])[C:4]([NH:6][CH3:7])=[O:5].CCN(C(C)C)C(C)C.Br[CH2:41][C:42]([O:44][CH2:45][CH3:46])=[O:43]. (2) Given the product [CH3:23][N:3]1[C:4]([C:13]2[S:14][C:15]3[N:16]=[CH:17][N:18]=[C:19]([NH2:22])[C:20]=3[N:21]=2)=[C:5]([C:7]2[CH:12]=[CH:11][CH:10]=[CH:9][CH:8]=2)[N:6]=[C:2]1[N:28]1[CH2:29][CH2:30][N:25]([CH3:24])[CH2:26][CH2:27]1, predict the reactants needed to synthesize it. The reactants are: Br[C:2]1[N:3]([CH3:23])[C:4]([C:13]2[S:14][C:15]3[N:16]=[CH:17][N:18]=[C:19]([NH2:22])[C:20]=3[N:21]=2)=[C:5]([C:7]2[CH:12]=[CH:11][CH:10]=[CH:9][CH:8]=2)[N:6]=1.[CH3:24][N:25]1[CH2:30][CH2:29][NH:28][CH2:27][CH2:26]1. (3) Given the product [CH2:1]([O:3][C:4](=[O:28])[CH2:5][C:6]1[CH:11]=[CH:10][C:9]([O:12][CH3:13])=[C:8]([C:14]2[C:23]([CH2:24][N:25]([C:43](=[O:45])[CH3:44])[CH2:26][CH3:27])=[CH:22][C:21]3[C:16](=[CH:17][CH:18]=[CH:19][CH:20]=3)[N:15]=2)[CH:7]=1)[CH3:2], predict the reactants needed to synthesize it. The reactants are: [CH2:1]([O:3][C:4](=[O:28])[CH2:5][C:6]1[CH:11]=[CH:10][C:9]([O:12][CH3:13])=[C:8]([C:14]2[C:23]([CH2:24][NH:25][CH2:26][CH3:27])=[CH:22][C:21]3[C:16](=[CH:17][CH:18]=[CH:19][CH:20]=3)[N:15]=2)[CH:7]=1)[CH3:2].C1(N)C(F)=C(F)C(F)=C(N)C=1F.Cl.Cl.[C:43](OC(=O)C)(=[O:45])[CH3:44]. (4) Given the product [CH2:53]([O:52][C:50](=[O:51])[C@@H:49]([CH3:55])[CH2:48][C@@H:47]([NH:46][C:44]([C:42]1[N:43]=[C:39]([C@H:37]([OH:38])[CH2:36][C@@H:35]([N:33]([CH3:34])[C:31](=[O:32])[C@@H:30]([NH:29][C:7]([C@H:2]2[CH2:3][CH2:4][CH2:5][CH2:6][N:1]2[C:21]([O:23][C:24]([CH3:25])([CH3:26])[CH3:27])=[O:22])=[O:9])[C@@H:66]([CH3:69])[CH2:67][CH3:68])[CH:63]([CH3:65])[CH3:64])[S:40][CH:41]=1)=[O:45])[CH2:56][C:57]1[CH:58]=[CH:59][CH:60]=[CH:61][CH:62]=1)[CH3:54], predict the reactants needed to synthesize it. The reactants are: [N:1]1([C:21]([O:23][C:24]([CH3:27])([CH3:26])[CH3:25])=[O:22])[CH2:6][CH2:5][CH2:4][CH2:3][C@@H:2]1[C:7]([O:9]C1C(F)=C(F)C(F)=C(F)C=1F)=O.Cl.[NH2:29][C@@H:30]([C@@H:66]([CH3:69])[CH2:67][CH3:68])[C:31]([N:33]([C@@H:35]([CH:63]([CH3:65])[CH3:64])[CH2:36][C@H:37]([C:39]1[S:40][CH:41]=[C:42]([C:44]([NH:46][C@@H:47]([CH2:56][C:57]2[CH:62]=[CH:61][CH:60]=[CH:59][CH:58]=2)[CH2:48][C@H:49]([CH3:55])[C:50]([O:52][CH2:53][CH3:54])=[O:51])=[O:45])[N:43]=1)[OH:38])[CH3:34])=[O:32].C(N(C(C)C)CC)(C)C.